Task: Predict the reaction yield, written as a fraction of the theoretical maximum amount of product (1.0 means a 100% yield; for example, 0.34 means a 34% yield).. Dataset: Reaction yield outcomes from USPTO patents with 853,638 reactions (1) The reactants are [NH2:1][C:2]1[O:3][CH:4]=[C:5]([C:7]2[C:8](=[O:18])[O:9][C:10]3[C:15]([CH:16]=2)=[CH:14][CH:13]=[CH:12][C:11]=3[Cl:17])[N:6]=1.Br[C:20]1[CH:25]=[C:24]([CH3:26])[CH:23]=[C:22]([CH3:27])[CH:21]=1.C([O-])([O-])=O.[Cs+].[Cs+]. The catalyst is C1C=CC(/C=C/C(/C=C/C2C=CC=CC=2)=O)=CC=1.C1C=CC(/C=C/C(/C=C/C2C=CC=CC=2)=O)=CC=1.C1C=CC(/C=C/C(/C=C/C2C=CC=CC=2)=O)=CC=1.[Pd].[Pd].O1CCOCC1. The product is [Cl:17][C:11]1[CH:12]=[CH:13][CH:14]=[C:15]2[C:10]=1[O:9][C:8](=[O:18])[C:7]([C:5]1[N:6]=[C:2]([NH:1][C:20]3[CH:25]=[C:24]([CH3:26])[CH:23]=[C:22]([CH3:27])[CH:21]=3)[O:3][CH:4]=1)=[CH:16]2. The yield is 0.120. (2) The reactants are [CH3:1][C:2]1[C:3]([C:7]([O:9][CH3:10])=[O:8])=[CH:4][S:5][CH:6]=1.[C:11](O[C:11](=[O:14])[CH2:12][CH3:13])(=[O:14])[CH2:12][CH3:13].Cl([O-])(=O)(=O)=O.[Li+]. The catalyst is [N+](C)([O-])=O.FC(F)(F)S([O-])(=O)=O.[In+3].FC(F)(F)S([O-])(=O)=O.FC(F)(F)S([O-])(=O)=O. The product is [CH3:1][C:2]1[C:3]([C:7]([O:9][CH3:10])=[O:8])=[CH:4][S:5][C:6]=1[C:11](=[O:14])[CH2:12][CH3:13]. The yield is 0.880. (3) The reactants are [F:1][C:2]1[CH:28]=[CH:27][CH:26]=[C:25]([F:29])[C:3]=1[C:4]([NH:6][C:7]1[S:8][C:9]([C:15]2[CH:20]=[CH:19][CH:18]=[C:17]([C:21]([F:24])([F:23])[F:22])[CH:16]=2)=[C:10](/[CH:12]=[N:13]\O)[N:11]=1)=[O:5].CCN(CC)CC. The catalyst is C(Cl)Cl. The product is [C:12]([C:10]1[N:11]=[C:7]([NH:6][C:4](=[O:5])[C:3]2[C:25]([F:29])=[CH:26][CH:27]=[CH:28][C:2]=2[F:1])[S:8][C:9]=1[C:15]1[CH:20]=[CH:19][CH:18]=[C:17]([C:21]([F:24])([F:22])[F:23])[CH:16]=1)#[N:13]. The yield is 0.860. (4) The reactants are [CH2:1]([O:3][C:4]([C:6]1[O:7][C:8]2[CH:15]=[CH:14][C:13]([Br:16])=[C:12]([OH:17])[C:9]=2[C:10]=1[CH3:11])=[O:5])[CH3:2].C(=O)([O-])[O-].[K+].[K+].Br[CH:25]([CH3:27])[CH3:26]. The catalyst is CN(C=O)C. The product is [Br:16][C:13]1[CH:14]=[CH:15][C:8]2[O:7][C:6]([C:4]([O:3][CH2:1][CH3:2])=[O:5])=[C:10]([CH3:11])[C:9]=2[C:12]=1[O:17][CH:25]([CH3:27])[CH3:26]. The yield is 1.00. (5) The reactants are C([NH:8][C:9]1[CH:13]=[C:12]([C:14]([CH3:17])([CH3:16])[CH3:15])[S:11][C:10]=1[C:18]([O:20][CH2:21][CH:22]=[CH2:23])=[O:19])(OC(C)(C)C)=O.O1CCOCC1. The catalyst is Cl.C(Cl)(Cl)Cl. The product is [NH2:8][C:9]1[CH:13]=[C:12]([C:14]([CH3:17])([CH3:16])[CH3:15])[S:11][C:10]=1[C:18]([O:20][CH2:21][CH:22]=[CH2:23])=[O:19]. The yield is 0.950. (6) The reactants are [Cl:1][C:2]1[CH:7]=[CH:6][C:5]([C:8]2([C:12]3[N:17]=[C:16]([CH3:18])[N:15]=[C:14](O)[CH:13]=3)[CH2:11][CH2:10][CH2:9]2)=[CH:4][CH:3]=1.P(Cl)(Cl)([Cl:22])=O.[OH-].[Na+]. The catalyst is ClCCl. The product is [Cl:22][C:14]1[CH:13]=[C:12]([C:8]2([C:5]3[CH:6]=[CH:7][C:2]([Cl:1])=[CH:3][CH:4]=3)[CH2:11][CH2:10][CH2:9]2)[N:17]=[C:16]([CH3:18])[N:15]=1. The yield is 0.850. (7) The reactants are Br[C:2]1[CH:3]=[C:4]2[C:9](=[CH:10][CH:11]=1)[CH:8]=[C:7]([C:12]#[N:13])[CH:6]=[CH:5]2.[B:14]1([B:14]2[O:18][C:17]([CH3:20])([CH3:19])[C:16]([CH3:22])([CH3:21])[O:15]2)[O:18][C:17]([CH3:20])([CH3:19])[C:16]([CH3:22])([CH3:21])[O:15]1.C([O-])(=O)C.[K+].C(Cl)Cl. The catalyst is O1CCOCC1. The product is [CH3:21][C:16]1([CH3:22])[C:17]([CH3:20])([CH3:19])[O:18][B:14]([C:2]2[CH:3]=[C:4]3[C:9](=[CH:10][CH:11]=2)[CH:8]=[C:7]([C:12]#[N:13])[CH:6]=[CH:5]3)[O:15]1. The yield is 0.590.